From a dataset of Full USPTO retrosynthesis dataset with 1.9M reactions from patents (1976-2016). Predict the reactants needed to synthesize the given product. (1) Given the product [CH3:11][C:12]1[C:17]([C:18]([F:19])([F:20])[F:21])=[CH:16][CH:15]=[CH:14][C:13]=1[O:5][CH:6]([CH2:9][CH3:10])[C:7]#[N:8], predict the reactants needed to synthesize it. The reactants are: CS([O:5][CH:6]([CH2:9][CH3:10])[C:7]#[N:8])(=O)=O.[CH3:11][C:12]1[C:17]([C:18]([F:21])([F:20])[F:19])=[CH:16][CH:15]=[CH:14][C:13]=1O.C(=O)([O-])[O-].[K+].[K+].[I-].[K+]. (2) The reactants are: Cl[C:2]1[N:3]=[N:4][C:5]([O:8][CH3:9])=[CH:6][CH:7]=1.NC(N)=[S:12].CC(CC)=O. Given the product [CH3:9][O:8][C:5]1[N:4]=[N:3][C:2]([SH:12])=[CH:7][CH:6]=1, predict the reactants needed to synthesize it.